The task is: Predict the reaction yield, written as a fraction of the theoretical maximum amount of product (1.0 means a 100% yield; for example, 0.34 means a 34% yield).. This data is from Reaction yield outcomes from USPTO patents with 853,638 reactions. (1) The reactants are [NH:1]1[C:9]2[C:4](=[CH:5][C:6]([C:10](=O)[CH2:11][CH3:12])=[CH:7][CH:8]=2)[CH:3]=[N:2]1.[Cl:14][CH2:15][CH2:16][O:17][C:18]1[CH:23]=[CH:22][C:21]([C:24]([C:26]2[CH:31]=[CH:30][C:29]([OH:32])=[CH:28][CH:27]=2)=O)=[CH:20][CH:19]=1. The catalyst is C1COCC1.[Zn].Cl[Ti](Cl)(Cl)Cl. The product is [Cl:14][CH2:15][CH2:16][O:17][C:18]1[CH:23]=[CH:22][C:21]([C:24]([C:26]2[CH:31]=[CH:30][C:29]([OH:32])=[CH:28][CH:27]=2)=[C:10]([C:6]2[CH:5]=[C:4]3[C:9](=[CH:8][CH:7]=2)[NH:1][N:2]=[CH:3]3)[CH2:11][CH3:12])=[CH:20][CH:19]=1. The yield is 0.700. (2) The yield is 0.670. The catalyst is CN(C)C1C=CN=CC=1.ClCCl.O1CCOCC1.C(Cl)(Cl)Cl. The product is [C:8]([N:30]1[CH:31]=[CH:32][C:28]([C:27]2[N:23]([C:20]3[N:21]=[N:22][C:17]([O:16][CH3:15])=[CH:18][CH:19]=3)[N:24]=[C:25]([C:33]([N:35]3[CH2:40][CH2:39][O:38][CH2:37][CH2:36]3)=[O:34])[CH:26]=2)=[CH:29]1)(=[O:10])[CH3:9]. The reactants are C(N(CC)CC)C.[C:8](OC(=O)C)(=[O:10])[CH3:9].[CH3:15][O:16][C:17]1[N:22]=[N:21][C:20]([N:23]2[C:27]([C:28]3[CH:32]=[CH:31][NH:30][CH:29]=3)=[CH:26][C:25]([C:33]([N:35]3[CH2:40][CH2:39][O:38][CH2:37][CH2:36]3)=[O:34])=[N:24]2)=[CH:19][CH:18]=1.O.